This data is from Forward reaction prediction with 1.9M reactions from USPTO patents (1976-2016). The task is: Predict the product of the given reaction. (1) The product is: [C:1]([OH:19])(=[O:16])[CH2:2][CH2:3][CH2:4][CH2:5][CH2:6][CH2:7][C:8]#[C:9][CH2:10][CH2:11][CH2:12][CH2:13][C:14]#[CH:15]. Given the reactants [CH2:1]([OH:16])[CH2:2][CH2:3][CH2:4][CH2:5][CH2:6][CH2:7][C:8]#[C:9][CH2:10][CH2:11][CH2:12][CH2:13][C:14]#[CH:15].CC(C)=[O:19].OS(O)(=O)=O.O=[Cr](=O)=O, predict the reaction product. (2) Given the reactants [CH3:1][O:2][C:3]1[CH:4]=[C:5](OS(C(F)(F)F)(=O)=O)[CH:6]=[C:7]([NH:9][C:10](=[O:19])[C:11]2[CH:16]=[CH:15][C:14]([O:17][CH3:18])=[CH:13][CH:12]=2)[CH:8]=1.[C-:28]#[N:29].[K+].C([O-])(O)=O.[Na+], predict the reaction product. The product is: [C:28]([C:5]1[CH:6]=[C:7]([NH:9][C:10](=[O:19])[C:11]2[CH:16]=[CH:15][C:14]([O:17][CH3:18])=[CH:13][CH:12]=2)[CH:8]=[C:3]([O:2][CH3:1])[CH:4]=1)#[N:29]. (3) Given the reactants BrC1C(F)=C2C([NH:11][C:12](=[O:23])[C:13]3[CH:18]=[CH:17][C:16]([C:19]([F:22])([F:21])[F:20])=[CH:15][N:14]=3)=CNC2=NC=1.N1CCC[C@@H](NC(=O)OC(C)(C)C)C1.CCN(C(C)C)C(C)C.C(O)(C(F)(F)F)=O, predict the reaction product. The product is: [F:21][C:19]([F:20])([F:22])[C:16]1[CH:17]=[CH:18][C:13]([C:12]([NH2:11])=[O:23])=[N:14][CH:15]=1. (4) Given the reactants [CH3:1][O:2][C:3]1[CH:4]=[C:5]([CH:24]=[CH:25][C:26]=1[O:27][CH3:28])[CH2:6][NH:7][C:8]1[N:13]2[N:14]=[C:15]([C:17]3[O:18][CH:19]=[CH:20][CH:21]=3)[N:16]=[C:12]2[CH:11]=[C:10]([CH2:22][OH:23])[N:9]=1.C1(P(C2C=CC=CC=2)C2C=CC=CC=2)C=CC=CC=1.N(C(OCC)=O)=NC(OCC)=O.[C:60]([O:69][CH3:70])(=[O:68])[C:61]1[C:62](=[CH:64][CH:65]=[CH:66][CH:67]=1)O.C(=O)(O)[O-].[Na+], predict the reaction product. The product is: [CH3:1][O:2][C:3]1[CH:4]=[C:5]([CH:24]=[CH:25][C:26]=1[O:27][CH3:28])[CH2:6][NH:7][C:8]1[N:13]2[N:14]=[C:15]([C:17]3[O:18][CH:19]=[CH:20][CH:21]=3)[N:16]=[C:12]2[CH:11]=[C:10]([CH2:22][O:23][C:67]2[CH:66]=[CH:65][CH:64]=[CH:62][C:61]=2[C:60]([O:69][CH3:70])=[O:68])[N:9]=1. (5) Given the reactants FC(F)(F)C(O)=O.[Cl:8][C:9]1[CH:14]=[CH:13][C:12]([C:15]2[C:16]([C@@H:21]([NH2:31])[CH2:22][C:23]3[CH:28]=[C:27]([F:29])[CH:26]=[C:25]([F:30])[CH:24]=3)=[N:17][CH:18]=[CH:19][CH:20]=2)=[CH:11][CH:10]=1.[C:32]([C:35]1[C:43]2[C:38](=[CH:39][CH:40]=[CH:41][CH:42]=2)[N:37]([CH2:44][C:45](O)=[O:46])[CH:36]=1)(=[O:34])[CH3:33], predict the reaction product. The product is: [C:32]([C:35]1[C:43]2[C:38](=[CH:39][CH:40]=[CH:41][CH:42]=2)[N:37]([CH2:44][C:45]([NH:31][C@H:21]([C:16]2[C:15]([C:12]3[CH:13]=[CH:14][C:9]([Cl:8])=[CH:10][CH:11]=3)=[CH:20][CH:19]=[CH:18][N:17]=2)[CH2:22][C:23]2[CH:28]=[C:27]([F:29])[CH:26]=[C:25]([F:30])[CH:24]=2)=[O:46])[CH:36]=1)(=[O:34])[CH3:33]. (6) Given the reactants [ClH:1].Cl.Br[C:4]1[CH:31]=[CH:30][C:7]([CH2:8][NH:9][CH2:10][C@@H:11]2[CH2:16][CH2:15][C@H:14]([NH:17][C:18]3[CH:27]=[C:26]([NH:28][CH3:29])[C:25]4[C:20](=[CH:21][CH:22]=[CH:23][CH:24]=4)[N:19]=3)[CH2:13][CH2:12]2)=[C:6]([O:32][C:33]([F:36])([F:35])[F:34])[CH:5]=1.Cl, predict the reaction product. The product is: [ClH:1].[ClH:1].[CH3:29][NH:28][C:26]1[C:25]2[C:20](=[CH:21][CH:22]=[CH:23][CH:24]=2)[N:19]=[C:18]([NH:17][C@H:14]2[CH2:13][CH2:12][C@@H:11]([CH2:10][NH:9][CH2:8][C:7]3[CH:30]=[CH:31][CH:4]=[CH:5][C:6]=3[O:32][C:33]([F:36])([F:34])[F:35])[CH2:16][CH2:15]2)[CH:27]=1. (7) Given the reactants [Br:1][C:2]1[CH:3]=[CH:4][C:5]2[O:14][C:13]3[C:12](=[O:15])[NH:11][CH:10]([CH2:16][NH:17][CH:18]4[CH2:23][CH2:22][NH:21][CH2:20][CH2:19]4)[N:9](C(OC(C)(C)C)=O)[C:8]=3[C:6]=2[CH:7]=1, predict the reaction product. The product is: [Br:1][C:2]1[CH:3]=[CH:4][C:5]2[O:14][C:13]3[C:12](=[O:15])[NH:11][C:10]([CH2:16][NH:17][CH:18]4[CH2:19][CH2:20][NH:21][CH2:22][CH2:23]4)=[N:9][C:8]=3[C:6]=2[CH:7]=1.